Dataset: Catalyst prediction with 721,799 reactions and 888 catalyst types from USPTO. Task: Predict which catalyst facilitates the given reaction. (1) Reactant: Br[CH2:2][CH2:3][CH2:4][C:5]1[CH:10]=[CH:9][CH:8]=[C:7]([CH3:11])[CH:6]=1.[SH-:12].[Na+].O. Product: [CH3:11][C:7]1[CH:6]=[C:5]([CH2:4][CH2:3][CH2:2][SH:12])[CH:10]=[CH:9][CH:8]=1. The catalyst class is: 8. (2) Reactant: C(Cl)(=O)C(Cl)=O.[CH3:7][O:8][C:9](=[O:21])[C:10]1[CH:15]=[CH:14][C:13]([CH2:16][C:17]([OH:19])=O)=[C:12]([CH3:20])[CH:11]=1.Cl.Cl.[CH:24]1([CH2:28][N:29]2[CH2:34][CH2:33][NH:32][CH2:31][CH2:30]2)[CH2:27][CH2:26][CH2:25]1.CCN(C(C)C)C(C)C. Product: [CH3:7][O:8][C:9](=[O:21])[C:10]1[CH:15]=[CH:14][C:13]([CH2:16][C:17]([N:32]2[CH2:33][CH2:34][N:29]([CH2:28][CH:24]3[CH2:25][CH2:26][CH2:27]3)[CH2:30][CH2:31]2)=[O:19])=[C:12]([CH3:20])[CH:11]=1. The catalyst class is: 139.